Dataset: Full USPTO retrosynthesis dataset with 1.9M reactions from patents (1976-2016). Task: Predict the reactants needed to synthesize the given product. (1) Given the product [O:24]=[C:22]([NH:33][O:34][CH:40]1[CH2:41][CH2:42][CH2:48][CH2:46][O:47]1)/[CH:21]=[CH:20]/[C:17]1[CH:16]=[CH:15][C:14]([NH:13][C@@H:10]2[CH2:11][CH2:12][N:8]([C:6]([O:5][C:1]([CH3:2])([CH3:3])[CH3:4])=[O:7])[CH2:9]2)=[N:19][CH:18]=1, predict the reactants needed to synthesize it. The reactants are: [C:1]([O:5][C:6]([N:8]1[CH2:12][CH2:11][C@@H:10]([NH:13][C:14]2[N:19]=[CH:18][C:17](/[CH:20]=[CH:21]/[C:22]([OH:24])=O)=[CH:16][CH:15]=2)[CH2:9]1)=[O:7])([CH3:4])([CH3:3])[CH3:2].C1C=CC2[N:33]([OH:34])N=NC=2C=1.CCN=C=N[CH2:40][CH2:41][CH2:42]N(C)C.[C:46](OCC)([CH3:48])=[O:47].O. (2) The reactants are: [Br:1][CH:2]([CH:6]([CH3:8])[CH3:7])[C:3](O)=[O:4].Cl.[Cl:10][C:11]1[CH:16]=[CH:15][C:14]([CH:17]2[CH2:22][CH2:21][NH:20][CH2:19][CH2:18]2)=[CH:13][CH:12]=1.C1C=CC2N(O)N=NC=2C=1.CCN=C=NCCCN(C)C.CCN(C(C)C)C(C)C. Given the product [Br:1][CH:2]([CH:6]([CH3:8])[CH3:7])[C:3]([N:20]1[CH2:21][CH2:22][CH:17]([C:14]2[CH:13]=[CH:12][C:11]([Cl:10])=[CH:16][CH:15]=2)[CH2:18][CH2:19]1)=[O:4], predict the reactants needed to synthesize it. (3) Given the product [CH3:1][O:2][C:3](=[O:53])[C@@H:4]([NH:20][C:21]([CH:23]1[CH2:32][C:31]2[CH:30]=[C:29]3[O:33][CH2:34][C@H:35]([C:37]4[CH:42]=[CH:41][C:40]([O:43][CH2:44][C:45]5[CH:50]=[CH:49][C:48]([Cl:51])=[C:47]([Cl:52])[CH:46]=5)=[CH:39][CH:38]=4)[O:36][C:28]3=[CH:27][C:26]=2[CH2:25][N:24]1[S:63]([C:61]1[N:62]=[C:58]([NH:57][C:54](=[O:56])[CH3:55])[S:59][C:60]=1[CH3:67])(=[O:64])=[O:65])=[O:22])[CH2:5][C:6]1[CH:11]=[CH:10][C:9]([C:12]2[CH:13]=[CH:14][C:15]([C:18]#[N:19])=[CH:16][CH:17]=2)=[CH:8][CH:7]=1, predict the reactants needed to synthesize it. The reactants are: [CH3:1][O:2][C:3](=[O:53])[C@@H:4]([NH:20][C:21]([CH:23]1[CH2:32][C:31]2[CH:30]=[C:29]3[O:33][CH2:34][C@H:35]([C:37]4[CH:42]=[CH:41][C:40]([O:43][CH2:44][C:45]5[CH:50]=[CH:49][C:48]([Cl:51])=[C:47]([Cl:52])[CH:46]=5)=[CH:39][CH:38]=4)[O:36][C:28]3=[CH:27][C:26]=2[CH2:25][NH:24]1)=[O:22])[CH2:5][C:6]1[CH:11]=[CH:10][C:9]([C:12]2[CH:17]=[CH:16][C:15]([C:18]#[N:19])=[CH:14][CH:13]=2)=[CH:8][CH:7]=1.[C:54]([NH:57][C:58]1[S:59][C:60]([CH3:67])=[C:61]([S:63](Cl)(=[O:65])=[O:64])[N:62]=1)(=[O:56])[CH3:55]. (4) Given the product [CH:1]1([C:5]2[CH:10]=[CH:9][C:8]([C:18]3[N:23]=[N:22][C:21]([NH2:24])=[CH:20][CH:19]=3)=[C:7]([F:14])[C:6]=2[O:15][CH3:16])[CH2:4][CH2:3][CH2:2]1, predict the reactants needed to synthesize it. The reactants are: [CH:1]1([C:5]2[CH:10]=[CH:9][C:8](B(O)O)=[C:7]([F:14])[C:6]=2[O:15][CH3:16])[CH2:4][CH2:3][CH2:2]1.Cl[C:18]1[N:23]=[N:22][C:21]([NH2:24])=[CH:20][CH:19]=1. (5) Given the product [CH2:31]([O:33][C:34]([CH:36]1[CH2:41][CH2:40][CH:39]([N:8]2[CH2:9][CH:10]([NH:12][C:13](=[O:30])[CH2:14][NH:15][C:16]3[C:20]4[CH:21]=[C:22]([O:25][C:26]([F:28])([F:27])[F:29])[CH:23]=[CH:24][C:19]=4[O:18][N:17]=3)[CH2:11]2)[CH2:38][CH2:37]1)=[O:35])[CH3:32], predict the reactants needed to synthesize it. The reactants are: OC(C(F)(F)F)=O.[NH:8]1[CH2:11][CH:10]([NH:12][C:13](=[O:30])[CH2:14][NH:15][C:16]2[C:20]3[CH:21]=[C:22]([O:25][C:26]([F:29])([F:28])[F:27])[CH:23]=[CH:24][C:19]=3[O:18][N:17]=2)[CH2:9]1.[CH2:31]([O:33][C:34]([CH:36]1[CH2:41][CH2:40][C:39](=O)[CH2:38][CH2:37]1)=[O:35])[CH3:32]. (6) The reactants are: Br[C:2]1[CH:3]=[C:4]2[C:9](=[CH:10][CH:11]=1)[N:8]=[N:7][CH:6]=[C:5]2[NH:12][CH:13]1[CH2:18][CH2:17][N:16]([C:19]([O:21][C:22]([CH3:25])([CH3:24])[CH3:23])=[O:20])[CH2:15][CH2:14]1.[Li+].C[Si]([N-][Si](C)(C)C)(C)C.[Li]CCCC.[Cl:41][C:42]1[CH:47]=[CH:46][C:45]([C:48]([C:50]2[CH:55]=[CH:54][C:53]([Cl:56])=[CH:52][CH:51]=2)=[O:49])=[CH:44][CH:43]=1. Given the product [Cl:41][C:42]1[CH:47]=[CH:46][C:45]([C:48]([C:50]2[CH:55]=[CH:54][C:53]([Cl:56])=[CH:52][CH:51]=2)([OH:49])[C:2]2[CH:3]=[C:4]3[C:9](=[CH:10][CH:11]=2)[N:8]=[N:7][CH:6]=[C:5]3[NH:12][CH:13]2[CH2:14][CH2:15][N:16]([C:19]([O:21][C:22]([CH3:23])([CH3:24])[CH3:25])=[O:20])[CH2:17][CH2:18]2)=[CH:44][CH:43]=1, predict the reactants needed to synthesize it. (7) Given the product [OH:22][CH2:21][C@@H:20]([NH:23][C:2]1[C:11]2[C:6](=[C:7]([C:12]#[N:13])[CH:8]=[CH:9][CH:10]=2)[N:5]=[CH:4][CH:3]=1)[C:17]1[CH:18]=[CH:19][CH:14]=[CH:15][CH:16]=1, predict the reactants needed to synthesize it. The reactants are: Cl[C:2]1[C:11]2[C:6](=[C:7]([C:12]#[N:13])[CH:8]=[CH:9][CH:10]=2)[N:5]=[CH:4][CH:3]=1.[CH:14]1[CH:19]=[CH:18][C:17]([C@H:20]([NH2:23])[CH2:21][OH:22])=[CH:16][CH:15]=1.Cl.[NH+]1C=CC=CC=1.